This data is from Catalyst prediction with 721,799 reactions and 888 catalyst types from USPTO. The task is: Predict which catalyst facilitates the given reaction. (1) Reactant: [C:1]([C:5]1[CH:10]=[CH:9][C:8]([OH:11])=[CH:7][CH:6]=1)([CH3:4])([CH3:3])[CH3:2].[H-].[Na+].[CH2:14](Br)[C:15]#[CH:16]. Product: [C:1]([C:5]1[CH:6]=[CH:7][C:8]([O:11][CH2:16][C:15]#[CH:14])=[CH:9][CH:10]=1)([CH3:4])([CH3:2])[CH3:3]. The catalyst class is: 3. (2) Reactant: [CH:1](=[O:10])[CH:2]=[CH:3][C:4]1[CH:9]=[CH:8][CH:7]=[CH:6][CH:5]=1.C(=O)C1C(=CC=CC=1)O.CN(C)C(N(C)C)=N. Product: [O:10]1[C:9]2[C:4](=[CH:5][CH:6]=[CH:7][CH:8]=2)[CH:3]=[CH:2][CH2:1]1. The catalyst class is: 11. (3) Reactant: [CH:1]1([CH2:4][O:5][C:6]2[CH:14]=[CH:13][C:9]3[O:10][CH2:11][O:12][C:8]=3[C:7]=2[C:15]2[C:16]3[NH:23][C:22]([CH3:24])=[C:21]([C:25](O)=[O:26])[C:17]=3[N:18]=[CH:19][N:20]=2)[CH2:3][CH2:2]1.CCN(C(C)C)C(C)C.Cl.[NH2:38][C@H:39]([CH2:69][C:70]1[CH:75]=[CH:74][C:73]([CH3:76])=[CH:72][CH:71]=1)[C:40]([N:42]1[CH2:47][CH2:46][CH:45]([N:48]2[N:57]=[C:56]([C:58]3[CH:63]=[CH:62][C:61]([O:64][CH3:65])=[C:60]([O:66][CH3:67])[CH:59]=3)[C@@H:55]3[C@@H:50]([CH2:51][CH2:52][CH2:53][CH2:54]3)[C:49]2=[O:68])[CH2:44][CH2:43]1)=[O:41].CCOC(C(C#N)=NOC(N1CCOCC1)=[N+](C)C)=O.F[P-](F)(F)(F)(F)F.C(=O)(O)[O-].[Na+]. Product: [CH:1]1([CH2:4][O:5][C:6]2[CH:14]=[CH:13][C:9]3[O:10][CH2:11][O:12][C:8]=3[C:7]=2[C:15]2[C:16]3[NH:23][C:22]([CH3:24])=[C:21]([C:25]([NH:38][C@H:39]([CH2:69][C:70]4[CH:71]=[CH:72][C:73]([CH3:76])=[CH:74][CH:75]=4)[C:40]([N:42]4[CH2:43][CH2:44][CH:45]([N:48]5[N:57]=[C:56]([C:58]6[CH:63]=[CH:62][C:61]([O:64][CH3:65])=[C:60]([O:66][CH3:67])[CH:59]=6)[C@@H:55]6[C@@H:50]([CH2:51][CH2:52][CH2:53][CH2:54]6)[C:49]5=[O:68])[CH2:46][CH2:47]4)=[O:41])=[O:26])[C:17]=3[N:18]=[CH:19][N:20]=2)[CH2:3][CH2:2]1. The catalyst class is: 2. (4) The catalyst class is: 58. Reactant: CS([O:5][C@H:6]1[CH2:10][CH2:9][C@@H:8]([N:11]2[CH2:16][CH2:15][CH2:14][CH2:13][CH2:12]2)[CH2:7]1)(=O)=O.[CH:17]1([CH2:20][NH:21][C:22](=[O:42])[CH2:23][N:24]2[C:33](=[O:34])[C:32]3[C:27](=[CH:28][CH:29]=[C:30](O)[CH:31]=3)[N:26]=[C:25]2[C:36]2[CH:41]=[CH:40][CH:39]=[CH:38][CH:37]=2)[CH2:19][CH2:18]1.C([O-])([O-])=O.[Cs+].[Cs+]. Product: [CH:17]1([CH2:20][NH:21][C:22](=[O:42])[CH2:23][N:24]2[C:33](=[O:34])[C:32]3[C:27](=[CH:28][CH:29]=[C:30]([O:5][C@H:6]4[CH2:10][CH2:9][C@H:8]([N:11]5[CH2:16][CH2:15][CH2:14][CH2:13][CH2:12]5)[CH2:7]4)[CH:31]=3)[N:26]=[C:25]2[C:36]2[CH:41]=[CH:40][CH:39]=[CH:38][CH:37]=2)[CH2:18][CH2:19]1. (5) Reactant: [OH:1][C:2]1[CH:3]=[C:4]([C:8]2[S:9][CH:10]=[C:11]([C:13]([O:15][CH3:16])=[O:14])[N:12]=2)[CH:5]=[CH:6][CH:7]=1.Br[CH2:18][CH2:19][CH2:20][CH2:21][CH2:22][O:23][CH:24]1[CH2:29][CH2:28][CH2:27][CH2:26][O:25]1.C(=O)([O-])[O-].[K+].[K+]. Product: [O:25]1[CH2:26][CH2:27][CH2:28][CH2:29][CH:24]1[O:23][CH2:22][CH2:21][CH2:20][CH2:19][CH2:18][O:1][C:2]1[CH:3]=[C:4]([C:8]2[S:9][CH:10]=[C:11]([C:13]([O:15][CH3:16])=[O:14])[N:12]=2)[CH:5]=[CH:6][CH:7]=1. The catalyst class is: 3. (6) Reactant: [Cl:1][C:2]1[CH:3]=[C:4]([C:9](O)([CH2:11][CH2:12][CH2:13][C:14]#[C:15][C:16]2[CH:21]=[CH:20][C:19]([N:22]3[CH:26]=[N:25][C:24]([CH3:27])=[N:23]3)=[C:18]([O:28][CH3:29])[CH:17]=2)[CH3:10])[CH:5]=[CH:6][C:7]=1[Cl:8].C[Si]([N:35]=[N+:36]=[N-:37])(C)C.C1(C)C=CC=CC=1. Product: [Cl:1][C:2]1[CH:3]=[C:4]([C:9]2([CH3:10])[N:35]3[N:36]=[N:37][C:15]([C:16]4[CH:21]=[CH:20][C:19]([N:22]5[CH:26]=[N:25][C:24]([CH3:27])=[N:23]5)=[C:18]([O:28][CH3:29])[CH:17]=4)=[C:14]3[CH2:13][CH2:12][CH2:11]2)[CH:5]=[CH:6][C:7]=1[Cl:8]. The catalyst class is: 13. (7) Reactant: [C:1]([C:4]1[CH:9]=[CH:8][C:7]([N:10]2[C:15](=[O:16])[C:14]([CH2:17][C:18]3[CH:23]=[CH:22][C:21]([C:24]4[C:25]([C:30]#[N:31])=[CH:26][CH:27]=[CH:28][CH:29]=4)=[CH:20][CH:19]=3)=[C:13]([CH2:32][CH2:33][CH3:34])[N:12]=[C:11]2[CH3:35])=[CH:6][CH:5]=1)(=[O:3])[CH3:2].[CH3:36][Mg]Br.S([O-])(O)(=O)=O.[K+]. Product: [OH:3][C:1]([C:4]1[CH:5]=[CH:6][C:7]([N:10]2[C:15](=[O:16])[C:14]([CH2:17][C:18]3[CH:23]=[CH:22][C:21]([C:24]4[C:25]([C:30]#[N:31])=[CH:26][CH:27]=[CH:28][CH:29]=4)=[CH:20][CH:19]=3)=[C:13]([CH2:32][CH2:33][CH3:34])[N:12]=[C:11]2[CH3:35])=[CH:8][CH:9]=1)([CH3:36])[CH3:2]. The catalyst class is: 7.